This data is from Full USPTO retrosynthesis dataset with 1.9M reactions from patents (1976-2016). The task is: Predict the reactants needed to synthesize the given product. (1) Given the product [O:8]1[C:12]2[CH:13]=[CH:14][CH:15]=[CH:16][C:11]=2[N:10]=[C:9]1[N:17]1[CH2:22][CH2:21][CH2:20][CH2:19][C@H:18]1[C:23]([NH:51][CH2:50][CH2:49][NH:48][C:46](=[O:47])[O:45][CH2:38][C:39]1[CH:40]=[CH:41][CH:42]=[CH:43][CH:44]=1)=[O:25], predict the reactants needed to synthesize it. The reactants are: CN1CCOCC1.[O:8]1[C:12]2[CH:13]=[CH:14][CH:15]=[CH:16][C:11]=2[N:10]=[C:9]1[N:17]1[CH2:22][CH2:21][CH2:20][CH2:19][C@H:18]1[C:23]([OH:25])=O.O.OC1C2N=NNC=2C=CC=1.Cl.[CH2:38]([O:45][C:46]([NH:48][CH2:49][CH2:50][NH2:51])=[O:47])[C:39]1[CH:44]=[CH:43][CH:42]=[CH:41][CH:40]=1.Cl.CN(C)CCCN=C=NCC. (2) Given the product [F:1][C:2]1[CH:3]=[C:4]([NH2:18])[C:5]([NH2:17])=[CH:6][C:7]=1[O:8][CH2:9][CH2:10][N:11]1[CH2:16][CH2:15][CH2:14][CH2:13][CH2:12]1, predict the reactants needed to synthesize it. The reactants are: [F:1][C:2]1[C:7]([O:8][CH2:9][CH2:10][N:11]2[CH2:16][CH2:15][CH2:14][CH2:13][CH2:12]2)=[CH:6][C:5]([NH2:17])=[C:4]([N+:18]([O-])=O)[CH:3]=1.[H][H]. (3) Given the product [C:1]([C:3]1[N:4]=[C:5]([N:8]2[CH2:11][CH:10]([O:12][S:14]([CH3:13])(=[O:16])=[O:15])[CH2:9]2)[O:6][CH:7]=1)#[N:2], predict the reactants needed to synthesize it. The reactants are: [C:1]([C:3]1[N:4]=[C:5]([N:8]2[CH2:11][CH:10]([OH:12])[CH2:9]2)[O:6][CH:7]=1)#[N:2].[CH3:13][S:14](Cl)(=[O:16])=[O:15].C(N(CC)CC)C.CO. (4) Given the product [OH:17][C:2]([CH3:16])([CH3:1])[C:3]#[C:4][C:5]([C:7]1[CH:12]=[CH:11][C:10]([N+:13]([O-:15])=[O:14])=[CH:9][CH:8]=1)=[O:6], predict the reactants needed to synthesize it. The reactants are: [CH3:1][C:2]([OH:17])([CH3:16])[C:3]#[C:4][CH:5]([C:7]1[CH:12]=[CH:11][C:10]([N+:13]([O-:15])=[O:14])=[CH:9][CH:8]=1)[OH:6].C([O-])(O)=O.[Na+].CC(OI1(OC(C)=O)(OC(C)=O)OC(=O)C2C=CC=CC1=2)=O. (5) Given the product [CH2:13]([O:15][C:16]([C:17]1[CH:18]=[C:19]([CH3:20])[N:9]([C:8]2[CH:10]=[CH:11][CH:12]=[C:6]([S:3]([CH3:2])(=[O:4])=[O:5])[CH:7]=2)[C:22]=1[C:23]1[CH:24]=[CH:25][CH:26]=[CH:27][CH:28]=1)=[O:30])[CH3:14], predict the reactants needed to synthesize it. The reactants are: Cl.[CH3:2][S:3]([C:6]1[CH:7]=[C:8]([CH:10]=[CH:11][CH:12]=1)[NH2:9])(=[O:5])=[O:4].[CH2:13]([O:15][C:16](=[O:30])[CH:17]([C:22](=O)[C:23]1[CH:28]=[CH:27][CH:26]=[CH:25][CH:24]=1)[CH2:18][C:19](=O)[CH3:20])[CH3:14].C(N(CC)CC)C.CC1C=CC(S(O)(=O)=O)=CC=1.